From a dataset of Catalyst prediction with 721,799 reactions and 888 catalyst types from USPTO. Predict which catalyst facilitates the given reaction. (1) Reactant: CC(C[AlH]CC(C)C)C.[CH3:10][C:11]1[CH:12]=[C:13]([CH:16]=[CH:17][C:18]=1[C:19]1[S:20][C:21]2[C:26]([N:27]=1)=[CH:25][CH:24]=[C:23]([C:28]1([C:31]3[CH:36]=[CH:35][CH:34]=[CH:33][CH:32]=3)[CH2:30][CH2:29]1)[N:22]=2)[C:14]#N.C(C(C(C([O-])=O)O)O)([O-])=[O:38]. Product: [CH3:10][C:11]1[CH:12]=[C:13]([CH:16]=[CH:17][C:18]=1[C:19]1[S:20][C:21]2[C:26]([N:27]=1)=[CH:25][CH:24]=[C:23]([C:28]1([C:31]3[CH:36]=[CH:35][CH:34]=[CH:33][CH:32]=3)[CH2:30][CH2:29]1)[N:22]=2)[CH:14]=[O:38]. The catalyst class is: 2. (2) Reactant: [Cl:1][C:2]1[CH:3]=[CH:4][C:5]([N:15]2[CH:19]=[C:18]([Cl:20])[N:17]=[N:16]2)=[C:6]([C:8]2[N:13]=[CH:12][N:11]=[C:10]([OH:14])[CH:9]=2)[CH:7]=1.CN(C(ON1N=NC2C=CC=NC1=2)=[N+](C)C)C.F[P-](F)(F)(F)(F)F.C1CCN2C(=NCCC2)CC1.N[C@@H:57]1[C:73]2[CH:74]=[C:69]([CH:70]=[N:71][CH:72]=2)[C:68]2[N:67]([CH:75]([F:77])[F:76])[N:66]=[CH:65][C:64]=2[NH:63][C:62](=[O:78])[C@H:61]([CH3:79])[CH2:60][CH2:59][CH2:58]1. Product: [Cl:1][C:2]1[CH:3]=[CH:4][C:5]([N:15]2[CH:19]=[C:18]([Cl:20])[N:17]=[N:16]2)=[C:6]([C:8]2[N:13]=[CH:12][N:11]([C@@H:57]3[C:73]4[CH:74]=[C:69]([CH:70]=[N:71][CH:72]=4)[C:68]4[N:67]([CH:75]([F:76])[F:77])[N:66]=[CH:65][C:64]=4[NH:63][C:62](=[O:78])[C@H:61]([CH3:79])[CH2:60][CH2:59][CH2:58]3)[C:10](=[O:14])[CH:9]=2)[CH:7]=1. The catalyst class is: 444. (3) Reactant: [NH2:1][CH2:2][CH2:3][CH2:4][N:5]1[CH:9]=[CH:8][N:7]=[CH:6]1.[N+:10]([C:13]1[CH:21]=[CH:20][C:16]([C:17](Cl)=[O:18])=[CH:15][CH:14]=1)([O-:12])=[O:11]. Product: [N:5]1([CH2:4][CH2:3][CH2:2][NH:1][C:17]([C:16]2[CH:15]=[CH:14][C:13]([N+:10]([O-:12])=[O:11])=[CH:21][CH:20]=2)=[O:18])[CH:9]=[CH:8][N:7]=[CH:6]1. The catalyst class is: 8. (4) Reactant: [CH3:1][O:2][C:3]([C:5]1[S:6][C:7]([Br:27])=[CH:8][C:9]=1[N:10]([C:18]([C@H:20]1[CH2:25][CH2:24][C@H:23]([CH3:26])[CH2:22][CH2:21]1)=[O:19])[CH:11]1[CH2:16][CH2:15][C:14](=O)[CH2:13][CH2:12]1)=[O:4].C(N(S(F)(F)[F:34])CC)C. Product: [CH3:1][O:2][C:3]([C:5]1[S:6][CH:7]=[CH:8][CH:9]=1)=[O:4].[CH3:1][O:2][C:3]([C:5]1[S:6][C:7]([Br:27])=[CH:8][C:9]=1[N:10]([CH:11]1[CH2:16][CH2:15][C:14]([F:34])=[CH:13][CH2:12]1)[C:18]([C@H:20]1[CH2:25][CH2:24][C@H:23]([CH3:26])[CH2:22][CH2:21]1)=[O:19])=[O:4]. The catalyst class is: 308.